From a dataset of NCI-60 drug combinations with 297,098 pairs across 59 cell lines. Regression. Given two drug SMILES strings and cell line genomic features, predict the synergy score measuring deviation from expected non-interaction effect. (1) Drug 1: CS(=O)(=O)OCCCCOS(=O)(=O)C. Drug 2: CC1C(C(CC(O1)OC2CC(CC3=C2C(=C4C(=C3O)C(=O)C5=CC=CC=C5C4=O)O)(C(=O)C)O)N)O. Cell line: NCI-H226. Synergy scores: CSS=44.4, Synergy_ZIP=1.19, Synergy_Bliss=2.96, Synergy_Loewe=-40.0, Synergy_HSA=3.43. (2) Drug 1: C#CCC(CC1=CN=C2C(=N1)C(=NC(=N2)N)N)C3=CC=C(C=C3)C(=O)NC(CCC(=O)O)C(=O)O. Drug 2: C1C(C(OC1N2C=NC(=NC2=O)N)CO)O. Cell line: A498. Synergy scores: CSS=-5.86, Synergy_ZIP=4.29, Synergy_Bliss=-3.56, Synergy_Loewe=-15.9, Synergy_HSA=-17.9. (3) Drug 1: CC1OCC2C(O1)C(C(C(O2)OC3C4COC(=O)C4C(C5=CC6=C(C=C35)OCO6)C7=CC(=C(C(=C7)OC)O)OC)O)O. Drug 2: C1C(C(OC1N2C=NC(=NC2=O)N)CO)O. Cell line: HS 578T. Synergy scores: CSS=28.3, Synergy_ZIP=-2.14, Synergy_Bliss=0.726, Synergy_Loewe=-3.03, Synergy_HSA=1.76.